From a dataset of Forward reaction prediction with 1.9M reactions from USPTO patents (1976-2016). Predict the product of the given reaction. (1) Given the reactants [CH2:1]([N:3]([C:13]1[CH:18]=[C:17]([O:19][CH3:20])[CH:16]=[CH:15][C:14]=1[CH:21]1[CH2:30][CH2:29][C:28]2[C:23](=[CH:24][CH:25]=[C:26]([O:31][CH3:32])[CH:27]=2)[CH2:22]1)[C:4](=[O:12])[C:5]1[CH:10]=[CH:9][C:8]([OH:11])=[CH:7][CH:6]=1)[CH3:2].Cl.[CH2:34]([N:36]([CH2:40][CH3:41])[CH2:37][CH2:38]Cl)[CH3:35], predict the reaction product. The product is: [CH2:34]([N:36]([CH2:40][CH3:41])[CH2:37][CH2:38][O:11][C:8]1[CH:7]=[CH:6][C:5]([C:4]([N:3]([CH2:1][CH3:2])[C:13]2[CH:18]=[C:17]([O:19][CH3:20])[CH:16]=[CH:15][C:14]=2[CH:21]2[CH2:30][CH2:29][C:28]3[C:23](=[CH:24][CH:25]=[C:26]([O:31][CH3:32])[CH:27]=3)[CH2:22]2)=[O:12])=[CH:10][CH:9]=1)[CH3:35]. (2) Given the reactants [Cl:1][C:2]1[CH:3]=[C:4]([C:8](=[O:15])[CH2:9][C:10]([O:12][CH2:13][CH3:14])=[O:11])[CH:5]=[CH:6][CH:7]=1.[H-].[Na+].[F:18][C:19]([F:32])([O:23][C:24]1[CH:25]=[C:26]([CH2:30]Br)[CH:27]=[CH:28][CH:29]=1)[CH:20]([F:22])[F:21].O, predict the reaction product. The product is: [Cl:1][C:2]1[CH:3]=[C:4]([C:8](=[O:15])[CH:9]([CH2:30][C:26]2[CH:27]=[CH:28][CH:29]=[C:24]([O:23][C:19]([F:18])([F:32])[CH:20]([F:21])[F:22])[CH:25]=2)[C:10]([O:12][CH2:13][CH3:14])=[O:11])[CH:5]=[CH:6][CH:7]=1.